Dataset: KCNQ2 potassium channel screen with 302,405 compounds. Task: Binary Classification. Given a drug SMILES string, predict its activity (active/inactive) in a high-throughput screening assay against a specified biological target. (1) The drug is O1CCN(CCCNC(=O)c2c(cc(cc2)C)C)CC1. The result is 0 (inactive). (2) The molecule is S=C(NC1CCCCC1)NC(CC)c1ccccc1. The result is 1 (active). (3) The molecule is S(=O)(=O)(N1CCN(CC1)c1ccccc1)c1ccccc1. The result is 0 (inactive). (4) The drug is Clc1nc2c(cc1C1Nc3c(C(=O)N1)cccc3)cccc2. The result is 0 (inactive).